This data is from Forward reaction prediction with 1.9M reactions from USPTO patents (1976-2016). The task is: Predict the product of the given reaction. (1) The product is: [O:19]1[CH2:20][CH2:21][O:22][CH:18]1[CH2:17][CH2:16][N:10]1[C:11]2[C:6](=[CH:5][C:4]([F:3])=[CH:13][CH:12]=2)[N:7]=[CH:8][C:9]1=[O:14]. Given the reactants [H-].[Li+].[F:3][C:4]1[CH:5]=[C:6]2[C:11](=[CH:12][CH:13]=1)[NH:10][C:9](=[O:14])[CH:8]=[N:7]2.Br[CH2:16][CH2:17][CH:18]1[O:22][CH2:21][CH2:20][O:19]1.O, predict the reaction product. (2) Given the reactants [CH3:1][C:2]1[C:3]([C@H:7]2[N:12](C(OC(C)(C)C)=O)[CH2:11][CH2:10][N:9]3[C:20](=[O:23])[CH2:21][CH2:22][C@@H:8]23)=[CH:4][S:5][CH:6]=1.Cl.CO.[OH-].[Na+], predict the reaction product. The product is: [CH3:1][C:2]1[C:3]([C@@H:7]2[NH:12][CH2:11][CH2:10][N:9]3[C:20](=[O:23])[CH2:21][CH2:22][C@@H:8]23)=[CH:4][S:5][CH:6]=1. (3) Given the reactants [Br:1][C:2]1[CH:9]=[C:8](F)[CH:7]=[CH:6][C:3]=1[CH:4]=[O:5].C([O-])([O-])=O.[Na+].[Na+].[CH2:17]([O:24][CH:25]([CH3:28])[CH2:26][OH:27])[C:18]1[CH:23]=[CH:22][CH:21]=[CH:20][CH:19]=1, predict the reaction product. The product is: [CH2:17]([O:24][CH:25]([CH3:28])[CH2:26][O:27][C:9]1[C:2]([Br:1])=[C:3]([CH:6]=[CH:7][CH:8]=1)[CH:4]=[O:5])[C:18]1[CH:23]=[CH:22][CH:21]=[CH:20][CH:19]=1. (4) Given the reactants [N:1]1([C:12](=[O:13])[C:11]2[N:10]([CH2:14][C:15]([OH:17])=O)[CH:9]=[N:8][C:7]=2[N:5]([CH3:6])[C:3]1=[O:4])[CH3:2].CN(C(ON1N=N[C:28]2[CH:29]=[CH:30][CH:31]=[N:32][C:27]1=2)=[N+](C)C)C.F[P-](F)(F)(F)(F)F.[C:42]([O:45][CH2:46][CH3:47])(=O)C.[CH3:48]N(C=O)C, predict the reaction product. The product is: [CH3:42][O:45][C:46]1[CH:47]=[CH:48][CH:27]=[CH:28][C:29]=1[CH2:30][CH2:31][NH:32][C:15](=[O:17])[CH2:14][N:10]1[C:11]2[C:12](=[O:13])[N:1]([CH3:2])[C:3](=[O:4])[N:5]([CH3:6])[C:7]=2[N:8]=[CH:9]1. (5) Given the reactants Br[C:2]1[C:7]([Cl:8])=[CH:6][N:5]=[C:4]([NH:9][C:10]2[C:15]([O:16][CH3:17])=[CH:14][C:13]([C:18]3[CH:23]=[CH:22][C:21]([C:24]([O:26][CH3:27])=[O:25])=[CH:20][CH:19]=3)=[C:12]([CH3:28])[CH:11]=2)[CH:3]=1.[CH:29]([S:32]([C:35]1[CH:41]=[CH:40][CH:39]=[CH:38][C:36]=1[NH2:37])(=[O:34])=[O:33])([CH3:31])[CH3:30].C1(P(C2CCCCC2)C2C=CC=CC=2C2C(C(C)C)=CC(C(C)C)=CC=2C(C)C)CCCCC1.CC(C)([O-])C.[Na+], predict the reaction product. The product is: [Cl:8][C:7]1[C:2]([NH:37][C:36]2[CH:38]=[CH:39][CH:40]=[CH:41][C:35]=2[S:32]([CH:29]([CH3:31])[CH3:30])(=[O:34])=[O:33])=[CH:3][C:4]([NH:9][C:10]2[C:15]([O:16][CH3:17])=[CH:14][C:13]([C:18]3[CH:23]=[CH:22][C:21]([C:24]([O:26][CH3:27])=[O:25])=[CH:20][CH:19]=3)=[C:12]([CH3:28])[CH:11]=2)=[N:5][CH:6]=1. (6) Given the reactants [CH3:1][O:2][C:3]1[CH:8]=[CH:7][C:6]([CH2:9][CH2:10][CH3:11])=[CH:5][CH:4]=1.C(C1C(=O)C(Cl)=C(Cl)C(=[O:17])C=1C#N)#N.O1CCOCC1, predict the reaction product. The product is: [CH3:1][O:2][C:3]1[CH:8]=[CH:7][C:6]([CH:9]=[CH:10][CH:11]=[O:17])=[CH:5][CH:4]=1. (7) Given the reactants [CH3:1][NH:2][S:3]([C:6]1[CH:10]=[CH:9][S:8][C:7]=1[C:11]([O:13][CH3:14])=[O:12])(=[O:5])=[O:4].C([O-])([O-])=O.[K+].[K+].Cl.Cl[CH2:23][CH2:24][N:25]1[CH2:30][CH2:29][O:28][CH2:27][CH2:26]1, predict the reaction product. The product is: [CH3:1][N:2]([CH2:23][CH2:24][N:25]1[CH2:30][CH2:29][O:28][CH2:27][CH2:26]1)[S:3]([C:6]1[CH:10]=[CH:9][S:8][C:7]=1[C:11]([O:13][CH3:14])=[O:12])(=[O:5])=[O:4]. (8) The product is: [CH3:2][C:1]1[O:3][C:6]([CH2:7][O:8][C@H:9]2[CH2:14][CH2:13][C@H:12]([N:15]3[C:20](=[O:21])[C:19]([CH2:22][C:23]4[CH:28]=[CH:27][C:26]([C:29]5[C:30]([C:35]#[N:36])=[CH:31][CH:32]=[CH:33][CH:34]=5)=[CH:25][CH:24]=4)=[C:18]([CH2:37][CH2:38][CH3:39])[N:17]4[N:40]=[CH:41][N:42]=[C:16]34)[CH2:11][CH2:10]2)=[N:5][N:4]=1. Given the reactants [C:1]([NH:4][NH:5][C:6](=O)[CH2:7][O:8][C@H:9]1[CH2:14][CH2:13][C@H:12]([N:15]2[C:20](=[O:21])[C:19]([CH2:22][C:23]3[CH:28]=[CH:27][C:26]([C:29]4[CH:34]=[CH:33][CH:32]=[CH:31][C:30]=4[C:35]#[N:36])=[CH:25][CH:24]=3)=[C:18]([CH2:37][CH2:38][CH3:39])[N:17]3[N:40]=[CH:41][N:42]=[C:16]23)[CH2:11][CH2:10]1)(=[O:3])[CH3:2].CC1C=CC(S(Cl)(=O)=O)=CC=1.N1C=CC=CC=1.Cl, predict the reaction product. (9) Given the reactants N1[N:5]2[C:6](=[O:14])[C:7]3[N:8]([N:11]=[CH:12][CH:13]=3)[C:9](=O)[C:4]2=[CH:3][CH:2]=1.[CH2:15]1[O:24][C:23]2C=CC(N)=C[C:17]=2[O:16]1, predict the reaction product. The product is: [O:16]1[C:17]2[CH:2]=[CH:3][C:4]([NH:5][C:6]([C:7]3[CH:13]=[CH:12][NH:11][N:8]=3)=[O:14])=[CH:9][C:23]=2[O:24][CH2:15]1.